Dataset: Peptide-MHC class I binding affinity with 185,985 pairs from IEDB/IMGT. Task: Regression. Given a peptide amino acid sequence and an MHC pseudo amino acid sequence, predict their binding affinity value. This is MHC class I binding data. (1) The peptide sequence is YTLNNGVAM. The MHC is HLA-C14:02 with pseudo-sequence HLA-C14:02. The binding affinity (normalized) is 0.808. (2) The peptide sequence is KQLESVMYL. The MHC is HLA-A02:16 with pseudo-sequence YFAMYGEKVAHTHVDTLYVRYHYYTWAVLAYEWY. The binding affinity (normalized) is 1.00. (3) The peptide sequence is KLLARFLFE. The MHC is HLA-A03:01 with pseudo-sequence HLA-A03:01. The binding affinity (normalized) is 0.0847. (4) The peptide sequence is KYMDNELVY. The MHC is HLA-B18:01 with pseudo-sequence HLA-B18:01. The binding affinity (normalized) is 0.0847. (5) The peptide sequence is IVLLCYGGW. The MHC is HLA-B40:01 with pseudo-sequence HLA-B40:01. The binding affinity (normalized) is 0.0847. (6) The peptide sequence is MLKSKNINI. The MHC is HLA-A02:06 with pseudo-sequence HLA-A02:06. The binding affinity (normalized) is 0.234. (7) The peptide sequence is YMLWNSWLS. The MHC is HLA-A69:01 with pseudo-sequence HLA-A69:01. The binding affinity (normalized) is 0.353. (8) The peptide sequence is SYAMCTNTF. The MHC is HLA-B07:02 with pseudo-sequence HLA-B07:02. The binding affinity (normalized) is 0.500. (9) The peptide sequence is FALLKRAFL. The MHC is H-2-Kb with pseudo-sequence H-2-Kb. The binding affinity (normalized) is 0.568.